From a dataset of Forward reaction prediction with 1.9M reactions from USPTO patents (1976-2016). Predict the product of the given reaction. (1) Given the reactants [C:1]([O:5][C:6]([N:8]1[C:12]2([CH2:16][CH2:15][NH:14][C:13]2=[O:17])[CH2:11][CH2:10][CH2:9]1)=[O:7])([CH3:4])([CH3:3])[CH3:2].Br[C:19]1[CH:20]=[CH:21][C:22]([N+:25]([O-:27])=[O:26])=[N:23][CH:24]=1, predict the reaction product. The product is: [C:1]([O:5][C:6]([N:8]1[C:12]2([CH2:16][CH2:15][N:14]([C:19]3[CH:24]=[N:23][C:22]([N+:25]([O-:27])=[O:26])=[CH:21][CH:20]=3)[C:13]2=[O:17])[CH2:11][CH2:10][CH2:9]1)=[O:7])([CH3:4])([CH3:2])[CH3:3]. (2) Given the reactants [Br-].[CH3:2][O:3][CH2:4][O:5][C:6]1[CH:7]=[C:8]([CH:29]=[CH:30][C:31]=1[O:32][CH2:33][O:34][CH3:35])[CH2:9][P+](C1C=CC=CC=1)(C1C=CC=CC=1)C1C=CC=CC=1.[CH:36]([C:38]1[CH:43]=[CH:42][N:41]=[CH:40][CH:39]=1)=O.[O-]CC.[Li+], predict the reaction product. The product is: [CH3:2][O:3][CH2:4][O:5][C:6]1[CH:7]=[C:8]([CH:9]=[CH:36][C:38]2[CH:43]=[CH:42][N:41]=[CH:40][CH:39]=2)[CH:29]=[CH:30][C:31]=1[O:32][CH2:33][O:34][CH3:35]. (3) The product is: [Cl:33][C:34]1[CH:39]=[C:38]([C:2]2[CH:3]=[C:4]3[C:9](=[CH:10][CH:11]=2)[N:8]=[CH:7][C:6]([C:12]([CH:14]2[CH2:15][CH2:16]2)=[O:13])=[C:5]3[NH:17][C@H:18]2[CH2:23][CH2:22][C@H:21]([N:24]([CH3:32])[C:25](=[O:31])[O:26][C:27]([CH3:28])([CH3:29])[CH3:30])[CH2:20][CH2:19]2)[CH:37]=[C:36]([F:49])[C:35]=1[OH:50]. Given the reactants Br[C:2]1[CH:3]=[C:4]2[C:9](=[CH:10][CH:11]=1)[N:8]=[CH:7][C:6]([C:12]([CH:14]1[CH2:16][CH2:15]1)=[O:13])=[C:5]2[NH:17][C@H:18]1[CH2:23][CH2:22][C@H:21]([N:24]([CH3:32])[C:25](=[O:31])[O:26][C:27]([CH3:30])([CH3:29])[CH3:28])[CH2:20][CH2:19]1.[Cl:33][C:34]1[CH:39]=[C:38](B2OC(C)(C)C(C)(C)O2)[CH:37]=[C:36]([F:49])[C:35]=1[OH:50], predict the reaction product.